Dataset: NCI-60 drug combinations with 297,098 pairs across 59 cell lines. Task: Regression. Given two drug SMILES strings and cell line genomic features, predict the synergy score measuring deviation from expected non-interaction effect. (1) Drug 1: CN(C)N=NC1=C(NC=N1)C(=O)N. Drug 2: COC1=C2C(=CC3=C1OC=C3)C=CC(=O)O2. Cell line: M14. Synergy scores: CSS=-4.73, Synergy_ZIP=4.24, Synergy_Bliss=0.412, Synergy_Loewe=-2.95, Synergy_HSA=-5.08. (2) Drug 1: COC1=CC(=CC(=C1O)OC)C2C3C(COC3=O)C(C4=CC5=C(C=C24)OCO5)OC6C(C(C7C(O6)COC(O7)C8=CC=CS8)O)O. Drug 2: CC1=C(C=C(C=C1)NC(=O)C2=CC=C(C=C2)CN3CCN(CC3)C)NC4=NC=CC(=N4)C5=CN=CC=C5. Cell line: OVCAR-4. Synergy scores: CSS=10.2, Synergy_ZIP=-0.00759, Synergy_Bliss=3.91, Synergy_Loewe=3.10, Synergy_HSA=3.93. (3) Drug 1: C1C(C(OC1N2C=NC3=C(N=C(N=C32)Cl)N)CO)O. Drug 2: CNC(=O)C1=NC=CC(=C1)OC2=CC=C(C=C2)NC(=O)NC3=CC(=C(C=C3)Cl)C(F)(F)F. Cell line: HOP-62. Synergy scores: CSS=12.8, Synergy_ZIP=0.537, Synergy_Bliss=-2.19, Synergy_Loewe=-38.1, Synergy_HSA=-2.92. (4) Drug 1: COC1=CC(=CC(=C1O)OC)C2C3C(COC3=O)C(C4=CC5=C(C=C24)OCO5)OC6C(C(C7C(O6)COC(O7)C8=CC=CS8)O)O. Drug 2: C1=NC2=C(N1)C(=S)N=C(N2)N. Cell line: TK-10. Synergy scores: CSS=36.3, Synergy_ZIP=-13.8, Synergy_Bliss=-3.21, Synergy_Loewe=1.37, Synergy_HSA=2.85. (5) Synergy scores: CSS=33.5, Synergy_ZIP=-3.43, Synergy_Bliss=-0.196, Synergy_Loewe=5.76, Synergy_HSA=6.02. Drug 1: C1=CC(=CC=C1CCC2=CNC3=C2C(=O)NC(=N3)N)C(=O)NC(CCC(=O)O)C(=O)O. Cell line: NCI/ADR-RES. Drug 2: CC1C(C(CC(O1)OC2CC(CC3=C2C(=C4C(=C3O)C(=O)C5=C(C4=O)C(=CC=C5)OC)O)(C(=O)CO)O)N)O.Cl. (6) Drug 1: C1CC(=O)NC(=O)C1N2CC3=C(C2=O)C=CC=C3N. Drug 2: C1=CC(=CC=C1CCC2=CNC3=C2C(=O)NC(=N3)N)C(=O)NC(CCC(=O)O)C(=O)O. Cell line: A549. Synergy scores: CSS=38.6, Synergy_ZIP=-6.80, Synergy_Bliss=-5.15, Synergy_Loewe=-26.4, Synergy_HSA=-0.813. (7) Cell line: SK-MEL-5. Drug 1: CC=C1C(=O)NC(C(=O)OC2CC(=O)NC(C(=O)NC(CSSCCC=C2)C(=O)N1)C(C)C)C(C)C. Drug 2: C1CCC(C(C1)N)N.C(=O)(C(=O)[O-])[O-].[Pt+4]. Synergy scores: CSS=82.3, Synergy_ZIP=0.854, Synergy_Bliss=1.97, Synergy_Loewe=3.77, Synergy_HSA=6.89. (8) Drug 2: CC1=C(C(=O)C2=C(C1=O)N3CC4C(C3(C2COC(=O)N)OC)N4)N. Synergy scores: CSS=24.8, Synergy_ZIP=-4.60, Synergy_Bliss=-1.36, Synergy_Loewe=2.44, Synergy_HSA=3.37. Cell line: MDA-MB-231. Drug 1: C1=CN(C(=O)N=C1N)C2C(C(C(O2)CO)O)O.Cl. (9) Synergy scores: CSS=-1.07, Synergy_ZIP=-6.47, Synergy_Bliss=-10.6, Synergy_Loewe=-11.1, Synergy_HSA=-10.6. Drug 2: CC1CCCC2(C(O2)CC(NC(=O)CC(C(C(=O)C(C1O)C)(C)C)O)C(=CC3=CSC(=N3)C)C)C. Drug 1: C1=CC(=CC=C1CCCC(=O)O)N(CCCl)CCCl. Cell line: HS 578T. (10) Drug 1: CC1=C2C(C(=O)C3(C(CC4C(C3C(C(C2(C)C)(CC1OC(=O)C(C(C5=CC=CC=C5)NC(=O)OC(C)(C)C)O)O)OC(=O)C6=CC=CC=C6)(CO4)OC(=O)C)OC)C)OC. Drug 2: COC1=C2C(=CC3=C1OC=C3)C=CC(=O)O2. Cell line: SF-268. Synergy scores: CSS=26.0, Synergy_ZIP=-2.25, Synergy_Bliss=-5.53, Synergy_Loewe=-36.1, Synergy_HSA=-5.88.